Dataset: KCNQ2 potassium channel screen with 302,405 compounds. Task: Binary Classification. Given a drug SMILES string, predict its activity (active/inactive) in a high-throughput screening assay against a specified biological target. (1) The result is 0 (inactive). The drug is S(=O)(=O)(Nc1sccn1)c1ccc(NC(=O)c2nn(c3ccc(OCC)cc3)ccc2=O)cc1. (2) The molecule is S(=O)(=O)(N(CCCC)C)c1c([nH]c(=O)[nH]c1=O)C. The result is 0 (inactive). (3) The drug is s1c(CC(=O)N(C(C(=O)NC2CCCC2)c2ccncc2)c2cc(OC)c(OC)cc2)ccc1. The result is 0 (inactive). (4) The drug is O1N=C(CC1C(=O)N1CCC(CC1)C(=O)N)c1c(n(nc1)CC)C. The result is 0 (inactive). (5) The drug is Clc1cc(NS(=O)(=O)c2c(n(nc2)CC)C)c(cc1)C. The result is 0 (inactive).